This data is from Forward reaction prediction with 1.9M reactions from USPTO patents (1976-2016). The task is: Predict the product of the given reaction. (1) Given the reactants [Cl:1][C:2]1[CH:7]=[CH:6][N:5]2[N:8]=[CH:9][C:10]([CH:11]=O)=[C:4]2[N:3]=1.Cl.[NH2:14][OH:15], predict the reaction product. The product is: [Cl:1][C:2]1[CH:7]=[CH:6][N:5]2[N:8]=[CH:9][C:10](/[CH:11]=[N:14]/[OH:15])=[C:4]2[N:3]=1. (2) Given the reactants Br[C:2]1[C:7]([NH2:8])=[CH:6][CH:5]=[C:4]([CH3:9])[N:3]=1.[C:10]([C:12]1[CH:17]=[CH:16][CH:15]=[C:14]([F:18])[CH:13]=1)#[CH:11], predict the reaction product. The product is: [F:18][C:14]1[CH:13]=[C:12]([C:10]#[C:11][C:2]2[C:7]([NH2:8])=[CH:6][CH:5]=[C:4]([CH3:9])[N:3]=2)[CH:17]=[CH:16][CH:15]=1. (3) The product is: [CH2:6]([O:5][P:4]([CH2:9][CH2:10][NH:11][C:12](=[O:15])[CH:13]=[CH2:14])([O:3][CH2:1][CH3:2])=[O:8])[CH3:7]. Given the reactants [CH2:1]([O:3][P:4]([CH2:9][CH2:10][NH2:11])(=[O:8])[O:5][CH2:6][CH3:7])[CH3:2].[C:12](Cl)(=[O:15])[CH:13]=[CH2:14].[OH-].[Na+], predict the reaction product. (4) Given the reactants CCOC(/N=N/C(OCC)=O)=O.[CH3:13][C:14]([CH3:58])([CH2:56][CH3:57])[CH2:15][C:16]1[N:17]=[C:18]([CH2:40][CH:41]([C:43]2[CH:48]=[CH:47][C:46]([C:49]3[CH:54]=[CH:53][C:52]([F:55])=[CH:51][N:50]=3)=[CH:45][CH:44]=2)O)[N:19]([C:21]([C:34]2[CH:39]=[CH:38][CH:37]=[CH:36][CH:35]=2)([C:28]2[CH:33]=[CH:32][CH:31]=[CH:30][CH:29]=2)[C:22]2[CH:27]=[CH:26][CH:25]=[CH:24][CH:23]=2)[CH:20]=1.C1(P([N:73]=[N+:74]=[N-:75])(C2C=CC=CC=2)=O)C=CC=CC=1.C1(P(C2C=CC=CC=2)C2C=CC=CC=2)C=CC=CC=1, predict the reaction product. The product is: [N:73]([CH:41]([C:43]1[CH:44]=[CH:45][C:46]([C:49]2[CH:54]=[CH:53][C:52]([F:55])=[CH:51][N:50]=2)=[CH:47][CH:48]=1)[CH2:40][C:18]1[N:19]([C:21]([C:28]2[CH:33]=[CH:32][CH:31]=[CH:30][CH:29]=2)([C:34]2[CH:35]=[CH:36][CH:37]=[CH:38][CH:39]=2)[C:22]2[CH:27]=[CH:26][CH:25]=[CH:24][CH:23]=2)[CH:20]=[C:16]([CH2:15][C:14]([CH3:13])([CH3:58])[CH2:56][CH3:57])[N:17]=1)=[N+:74]=[N-:75]. (5) Given the reactants Cl[C:2]1[CH:7]=[CH:6][C:5]([C:8]2[CH:28]=[CH:27][C:11]3[N:12]([C:21]4[CH:26]=[CH:25][CH:24]=[CH:23][CH:22]=4)[C:13]([C:15]4[CH:20]=[CH:19][CH:18]=[CH:17][CH:16]=4)=[N:14][C:10]=3[CH:9]=2)=[CH:4][CH:3]=1.[C:29]1([C:35]2[C:36]3[C:41]([C:42]([C:52]4[CH:57]=[CH:56][CH:55]=[CH:54][CH:53]=4)=[C:43]4[C:48]=2[CH:47]=[C:46](B(O)O)[CH:45]=[CH:44]4)=[CH:40][CH:39]=[CH:38][CH:37]=3)[CH:34]=[CH:33][CH:32]=[CH:31][CH:30]=1.C(=O)([O-])[O-].[Cs+].[Cs+].O1CCOCC1, predict the reaction product. The product is: [C:21]1([N:12]2[C:11]3[CH:27]=[CH:28][C:8]([C:5]4[CH:6]=[CH:7][C:2]([C:39]5[CH:38]=[CH:37][C:36]6[C:41](=[C:42]([C:52]7[CH:57]=[CH:56][CH:55]=[CH:54][CH:53]=7)[C:43]7[C:48]([C:35]=6[C:29]6[CH:30]=[CH:31][CH:32]=[CH:33][CH:34]=6)=[CH:47][CH:46]=[CH:45][CH:44]=7)[CH:40]=5)=[CH:3][CH:4]=4)=[CH:9][C:10]=3[N:14]=[C:13]2[C:15]2[CH:20]=[CH:19][CH:18]=[CH:17][CH:16]=2)[CH:26]=[CH:25][CH:24]=[CH:23][CH:22]=1. (6) Given the reactants CC(C)([O-])C.[K+].[CH2:7]([OH:14])[C:8]1[CH:13]=[CH:12][CH:11]=[CH:10][CH:9]=1.F[C:16]1[CH:24]=[CH:23][C:19]([C:20]([OH:22])=[O:21])=[CH:18][C:17]=1[C:25]([F:28])([F:27])[F:26].Cl, predict the reaction product. The product is: [CH2:7]([O:14][C:16]1[CH:24]=[CH:23][C:19]([C:20]([OH:22])=[O:21])=[CH:18][C:17]=1[C:25]([F:26])([F:28])[F:27])[C:8]1[CH:13]=[CH:12][CH:11]=[CH:10][CH:9]=1. (7) The product is: [C:24]([NH:23][S:20]([C:10]1[CH:11]=[CH:12][C:13]([O:15][C:16]([F:18])([F:17])[F:19])=[CH:14][C:9]=1[C:6]1[CH:5]=[CH:4][C:3]([CH2:2][N:28]2[CH2:33][CH2:32][O:31][CH2:30][CH2:29]2)=[CH:8][N:7]=1)(=[O:21])=[O:22])([CH3:25])([CH3:26])[CH3:27]. Given the reactants Br[CH2:2][C:3]1[CH:4]=[CH:5][C:6]([C:9]2[CH:14]=[C:13]([O:15][C:16]([F:19])([F:18])[F:17])[CH:12]=[CH:11][C:10]=2[S:20]([NH:23][C:24]([CH3:27])([CH3:26])[CH3:25])(=[O:22])=[O:21])=[N:7][CH:8]=1.[NH:28]1[CH2:33][CH2:32][O:31][CH2:30][CH2:29]1.C([O-])([O-])=O.[K+].[K+], predict the reaction product.